From a dataset of Catalyst prediction with 721,799 reactions and 888 catalyst types from USPTO. Predict which catalyst facilitates the given reaction. (1) Reactant: CCN(CC)CC.[Cl:8][C:9]1[CH:10]=[C:11]([CH:15]=[CH:16][C:17]=1[F:18])[C:12](Cl)=[O:13].[NH2:19][CH:20]1[CH2:25][CH2:24][N:23]([C:26]([O:28][C:29]([CH3:32])([CH3:31])[CH3:30])=[O:27])[CH2:22][CH2:21]1.C([O-])(O)=O.[Na+]. Product: [Cl:8][C:9]1[CH:10]=[C:11]([CH:15]=[CH:16][C:17]=1[F:18])[C:12]([NH:19][CH:20]1[CH2:21][CH2:22][N:23]([C:26]([O:28][C:29]([CH3:32])([CH3:31])[CH3:30])=[O:27])[CH2:24][CH2:25]1)=[O:13]. The catalyst class is: 22. (2) Reactant: Cl[CH:2]([C:20]1[CH:25]=[CH:24][CH:23]=[CH:22][CH:21]=1)[C:3]([C:5]1[C:13]2[C:8](=[CH:9][CH:10]=[CH:11][CH:12]=2)[N:7]([CH2:14][C:15]([O:17][CH2:18][CH3:19])=[O:16])[CH:6]=1)=[O:4].[CH3:26][O:27][C:28]1[CH:29]=[C:30]([CH:32]=[CH:33][CH:34]=1)[NH2:31].CCN(C(C)C)C(C)C. Product: [CH3:26][O:27][C:28]1[CH:29]=[C:30]([NH:31][CH:2]([C:20]2[CH:25]=[CH:24][CH:23]=[CH:22][CH:21]=2)[C:3]([C:5]2[C:13]3[C:8](=[CH:9][CH:10]=[CH:11][CH:12]=3)[N:7]([CH2:14][C:15]([O:17][CH2:18][CH3:19])=[O:16])[CH:6]=2)=[O:4])[CH:32]=[CH:33][CH:34]=1. The catalyst class is: 10. (3) Reactant: [Cl:1][C:2]1[CH:3]=[CH:4][C:5]([C:9]#[N:10])=[N:6][C:7]=1[CH3:8].[BH4-].[Na+]. Product: [Cl:1][C:2]1[CH:3]=[CH:4][C:5]([CH2:9][NH2:10])=[N:6][C:7]=1[CH3:8]. The catalyst class is: 24. (4) Reactant: Cl[CH2:2][C:3]1[C:4]([CH3:13])=[C:5]([C:8]([CH3:12])=[CH:9][C:10]=1[CH3:11])[CH:6]=[O:7].[NH:14]1[CH:18]=[CH:17][N:16]=[CH:15]1.[CH3:19]N(C=O)C. Product: [CH3:13][C:4]1[C:3]([CH2:2][N:14]2[CH:18]=[CH:17][N:16]=[C:15]2[CH3:19])=[C:10]([CH3:11])[CH:9]=[C:8]([CH3:12])[C:5]=1[CH:6]=[O:7]. The catalyst class is: 6. (5) Reactant: [Cl:1][C:2]1[N:7]=[C:6]2[NH:8][N:9]=[CH:10][C:5]2=[C:4]([N:11]2[CH2:17][CH:16]3[O:18][CH:13]([CH2:14][CH2:15]3)[CH2:12]2)[N:3]=1.[CH3:19][N:20]([CH3:24])[CH2:21][CH2:22]O.CC(OC(/N=N/C(OC(C)C)=O)=O)C. Product: [CH:13]12[O:18][CH:16]([CH2:15][CH2:14]1)[CH2:17][N:11]([C:4]1[N:3]=[C:2]([Cl:1])[N:7]=[C:6]3[N:8]([CH2:22][CH2:21][N:20]([CH3:24])[CH3:19])[N:9]=[CH:10][C:5]=13)[CH2:12]2. The catalyst class is: 1.